The task is: Regression. Given a peptide amino acid sequence and an MHC pseudo amino acid sequence, predict their binding affinity value. This is MHC class I binding data.. This data is from Peptide-MHC class I binding affinity with 185,985 pairs from IEDB/IMGT. (1) The peptide sequence is IHDFVDKTL. The MHC is HLA-A02:01 with pseudo-sequence HLA-A02:01. The binding affinity (normalized) is 0.0847. (2) The MHC is HLA-A02:03 with pseudo-sequence HLA-A02:03. The binding affinity (normalized) is 0.0847. The peptide sequence is SRYFGNVRL. (3) The peptide sequence is GSFCTQLNR. The MHC is HLA-A33:01 with pseudo-sequence HLA-A33:01. The binding affinity (normalized) is 0.0382.